Dataset: Reaction yield outcomes from USPTO patents with 853,638 reactions. Task: Predict the reaction yield, written as a fraction of the theoretical maximum amount of product (1.0 means a 100% yield; for example, 0.34 means a 34% yield). (1) The reactants are [F:1][C:2]1[CH:7]=[CH:6][C:5]([C:8]#[N:9])=[CH:4][C:3]=1B(O)O.[CH2:13]([O:15][C:16]([CH:18]1[CH2:20][CH:19]1[C:21](SC1C=CC(C)=CC=1)=[O:22])=[O:17])[CH3:14].O1C=CC=C1P(C1OC=CC=1)C1OC=CC=1.C1COCC1. The catalyst is S1C=CC=C1C([O-])=O.[Cu+2].S1C=CC=C1C([O-])=O.[Pd].[Pd].C(=CC(C=CC1C=CC=CC=1)=O)C1C=CC=CC=1.C(=CC(C=CC1C=CC=CC=1)=O)C1C=CC=CC=1.C(=CC(C=CC1C=CC=CC=1)=O)C1C=CC=CC=1.C(Cl)(Cl)Cl.O. The product is [CH2:13]([O:15][C:16]([CH:18]1[CH2:20][CH:19]1[C:21](=[O:22])[C:3]1[CH:4]=[C:5]([C:8]#[N:9])[CH:6]=[CH:7][C:2]=1[F:1])=[O:17])[CH3:14]. The yield is 0.660. (2) The reactants are [CH3:1][C:2]1([CH3:10])[O:6][C@H:5]([CH:7]=[N:8][OH:9])[CH2:4][O:3]1.[Cl:11]N1C(=O)CCC1=O.CCOCC.O. The catalyst is CN(C=O)C. The product is [OH:9][N:8]=[C:7]([Cl:11])[C@@H:5]1[CH2:4][O:3][C:2]([CH3:10])([CH3:1])[O:6]1. The yield is 0.785. (3) The reactants are [H-].[Na+:2].[CH3:3][C:4]([CH3:33])([CH3:32])[C:5]#[C:6][C:7]1[S:11][C:10]([C:12]([OH:14])=[O:13])=[C:9]([N:15]([CH:25]2[CH2:30][CH2:29][CH:28]([OH:31])[CH2:27][CH2:26]2)[C:16]([CH:18]2[CH2:23][CH2:22][CH:21]([CH3:24])[CH2:20][CH2:19]2)=[O:17])[CH:8]=1.[N:34]1([C:38]([C:40]2[CH:45]=[CH:44][N:43]=[C:42](Cl)[CH:41]=2)=[O:39])[CH2:37][CH2:36][CH2:35]1.[OH-].[Na+]. The catalyst is CN(C=O)C. The product is [N:34]1([C:38]([C:40]2[CH:45]=[CH:44][N:43]=[C:42]([O:31][CH:28]3[CH2:29][CH2:30][CH:25]([N:15]([C:9]4[CH:8]=[C:7]([C:6]#[C:5][C:4]([CH3:32])([CH3:3])[CH3:33])[S:11][C:10]=4[C:12]([O-:14])=[O:13])[C:16]([CH:18]4[CH2:23][CH2:22][CH:21]([CH3:24])[CH2:20][CH2:19]4)=[O:17])[CH2:26][CH2:27]3)[CH:41]=2)=[O:39])[CH2:37][CH2:36][CH2:35]1.[Na+:2]. The yield is 0.770.